From a dataset of Forward reaction prediction with 1.9M reactions from USPTO patents (1976-2016). Predict the product of the given reaction. (1) Given the reactants [F:1][C:2]1[CH:7]=[CH:6][C:5]([OH:8])=[CH:4][CH:3]=1.C(=O)([O-])[O-].[K+].[K+].[C:15]([O:19][C:20]([N:22]1[CH2:27][CH2:26][CH:25]([CH2:28][CH2:29]Br)[CH2:24][CH2:23]1)=[O:21])([CH3:18])([CH3:17])[CH3:16].Cl[CH2:32][C:33]1[N:37]([CH3:38])[C:36]2[CH:39]=[CH:40][CH:41]=[CH:42][C:35]=2[N:34]=1, predict the reaction product. The product is: [C:15]([O:19][C:20]([N:22]1[CH2:27][CH2:26][CH:25]([CH2:28][CH2:29][O:8][C:5]2[CH:6]=[CH:7][C:2]([F:1])=[CH:3][CH:4]=2)[CH2:24][CH2:23]1)=[O:21])([CH3:18])([CH3:17])[CH3:16].[F:1][C:2]1[CH:7]=[CH:6][C:5]([O:8][CH2:29][CH2:28][CH:25]2[CH2:26][CH2:27][N:22]([CH2:32][C:33]3[N:37]([CH3:38])[C:36]4[CH:39]=[CH:40][CH:41]=[CH:42][C:35]=4[N:34]=3)[CH2:23][CH2:24]2)=[CH:4][CH:3]=1. (2) Given the reactants Cl.[CH2:2]([O:4][C:5]([C:7]1([NH2:12])[CH2:9][CH:8]1CC)=[O:6])[CH3:3].C(N(CC)C(C)C)(C)C.[C:22](O[C:22]([O:24][C:25]([CH3:28])([CH3:27])[CH3:26])=[O:23])([O:24][C:25]([CH3:28])([CH3:27])[CH3:26])=[O:23], predict the reaction product. The product is: [C:25]([O:24][C:22]([NH:12][C:7]1([C:5]([O:4][CH2:2][CH3:3])=[O:6])[CH2:8][CH2:9]1)=[O:23])([CH3:28])([CH3:27])[CH3:26]. (3) Given the reactants CS(O[CH2:6][CH:7]1[O:12][CH2:11][CH2:10][N:9]([C:13]2[CH:18]=[C:17]([C:19]#[N:20])[CH:16]=[C:15]([NH:21][C:22]3[N:27]=[C:26]([N:28]([CH:38]4[CH2:40][CH2:39]4)[CH2:29][C:30]4[CH:35]=[CH:34][C:33]([O:36][CH3:37])=[CH:32][CH:31]=4)[C:25]4=[N:41][CH:42]=[C:43]([C:44]#[N:45])[N:24]4[N:23]=3)[C:14]=2[Cl:46])[CH2:8]1)(=O)=O.[CH3:47][O:48][C:49]1[CH:56]=[CH:55][C:52]([CH2:53][NH2:54])=[CH:51][CH:50]=1.C(=O)([O-])[O-].[K+].[K+], predict the reaction product. The product is: [Cl:46][C:14]1[C:13]([N:9]2[CH2:10][CH2:11][O:12][CH:7]([CH2:6][NH:54][CH2:53][C:52]3[CH:55]=[CH:56][C:49]([O:48][CH3:47])=[CH:50][CH:51]=3)[CH2:8]2)=[CH:18][C:17]([C:19]#[N:20])=[CH:16][C:15]=1[NH:21][C:22]1[N:27]=[C:26]([N:28]([CH:38]2[CH2:40][CH2:39]2)[CH2:29][C:30]2[CH:31]=[CH:32][C:33]([O:36][CH3:37])=[CH:34][CH:35]=2)[C:25]2=[N:41][CH:42]=[C:43]([C:44]#[N:45])[N:24]2[N:23]=1.